From a dataset of Catalyst prediction with 721,799 reactions and 888 catalyst types from USPTO. Predict which catalyst facilitates the given reaction. (1) Reactant: [C:1]1([S:7]([N:10]2[C:18]3[C:13](=[C:14]([NH:23][C:24]([C:26]4[O:27][CH:28]=[CH:29][CH:30]=4)=[O:25])[CH:15]=[C:16]([Sn](C)(C)C)[CH:17]=3)[CH:12]=[N:11]2)(=[O:9])=[O:8])[CH:6]=[CH:5][CH:4]=[CH:3][CH:2]=1.Br[C:32]1[CH:37]=[CH:36][N:35]=[C:34]2[N:38]([S:41]([C:44]3[CH:49]=[CH:48][CH:47]=[CH:46][CH:45]=3)(=[O:43])=[O:42])[CH:39]=[CH:40][C:33]=12. Product: [C:1]1([S:7]([N:10]2[C:18]3[C:13](=[C:14]([NH:23][C:24]([C:26]4[O:27][CH:28]=[CH:29][CH:30]=4)=[O:25])[CH:15]=[C:16]([C:32]4[CH:37]=[CH:36][N:35]=[C:34]5[N:38]([S:41]([C:44]6[CH:45]=[CH:46][CH:47]=[CH:48][CH:49]=6)(=[O:42])=[O:43])[CH:39]=[CH:40][C:33]=45)[CH:17]=3)[CH:12]=[N:11]2)(=[O:9])=[O:8])[CH:6]=[CH:5][CH:4]=[CH:3][CH:2]=1. The catalyst class is: 3. (2) Reactant: O.[OH-].[Li+].[C:4]([CH2:6][C:7]1([N:21]2[CH:25]=[C:24]([C:26]3[C:27]4[CH:34]=[CH:33][N:32]([CH2:35][O:36][CH2:37][CH2:38][Si:39]([CH3:42])([CH3:41])[CH3:40])[C:28]=4[N:29]=[CH:30][N:31]=3)[CH:23]=[N:22]2)[CH2:10][N:9]([C:11]2[CH:12]=[CH:13][C:14]([C:17]([O:19]C)=[O:18])=[N:15][CH:16]=2)[CH2:8]1)#[N:5].Cl. Product: [C:4]([CH2:6][C:7]1([N:21]2[CH:25]=[C:24]([C:26]3[C:27]4[CH:34]=[CH:33][N:32]([CH2:35][O:36][CH2:37][CH2:38][Si:39]([CH3:40])([CH3:42])[CH3:41])[C:28]=4[N:29]=[CH:30][N:31]=3)[CH:23]=[N:22]2)[CH2:10][N:9]([C:11]2[CH:12]=[CH:13][C:14]([C:17]([OH:19])=[O:18])=[N:15][CH:16]=2)[CH2:8]1)#[N:5]. The catalyst class is: 24. (3) Reactant: C([O:5][C:6]([CH:8]1[CH:12]([C:13]2[CH:18]=[CH:17][CH:16]=[C:15]([Cl:19])[CH:14]=2)[C:11]([C:22]2[CH:27]=[C:26]([F:28])[C:25]([Cl:29])=[CH:24][C:23]=2[F:30])([C:20]#[N:21])[CH:10]([CH2:31][C:32]([CH3:35])([CH3:34])[CH3:33])[NH:9]1)=[O:7])(C)(C)C.[F:36][C:37]([F:42])([F:41])[C:38]([OH:40])=[O:39]. Product: [F:36][C:37]([F:42])([F:41])[C:38]([OH:40])=[O:39].[Cl:29][C:25]1[C:26]([F:28])=[CH:27][C:22]([C:11]2([C:20]#[N:21])[CH:10]([CH2:31][C:32]([CH3:34])([CH3:35])[CH3:33])[NH:9][CH:8]([C:6]([OH:7])=[O:5])[CH:12]2[C:13]2[CH:18]=[CH:17][CH:16]=[C:15]([Cl:19])[CH:14]=2)=[C:23]([F:30])[CH:24]=1. The catalyst class is: 4. (4) Reactant: [F:1][C:2]1[C:3]([O:24][CH3:25])=[C:4]([C:8]([CH3:23])([CH3:22])[CH2:9][C:10]([C:18]([F:21])([F:20])[F:19])([O:13][Si](C)(C)C)[CH2:11][OH:12])[CH:5]=[CH:6][CH:7]=1.[N+](CCCC)(CCCC)(CCCC)CCCC.[F-].O.O.O.O. Product: [F:1][C:2]1[C:3]([O:24][CH3:25])=[C:4]([C:8]([CH3:23])([CH3:22])[CH2:9][C:10]([OH:13])([C:18]([F:21])([F:20])[F:19])[CH2:11][OH:12])[CH:5]=[CH:6][CH:7]=1. The catalyst class is: 1. (5) Reactant: [O:1]1[CH2:5][C@@H:4]([OH:6])[C@H:3]2[O:7][CH2:8][C@@H:9]([OH:10])[C@@H:2]12.[C:11]1([CH3:21])[CH:16]=[CH:15][C:14]([S:17](Cl)(=[O:19])=[O:18])=[CH:13][CH:12]=1.O.[OH-].[K+]. Product: [OH:6][C@H:4]1[C@H:3]2[O:7][CH2:8][C@@H:9]([O:10][S:17]([C:14]3[CH:15]=[CH:16][C:11]([CH3:21])=[CH:12][CH:13]=3)(=[O:19])=[O:18])[C@H:2]2[O:1][CH2:5]1. The catalyst class is: 310. (6) Reactant: Br[C:2]1[CH:3]=[C:4]2[C:13](=[CH:14][CH:15]=1)[C:12]1[N:8]([CH:9]=[C:10]([C:16]3[N:20]([CH:21]([CH3:23])[CH3:22])[N:19]=[CH:18][N:17]=3)[N:11]=1)[CH2:7][CH2:6][O:5]2.[C:24]([NH:28][S:29]([C:32]1[CH:37]=[CH:36][CH:35]=[CH:34][C:33]=1B(O)O)(=[O:31])=[O:30])([CH3:27])([CH3:26])[CH3:25]. Product: [C:24]([NH:28][S:29]([C:32]1[CH:37]=[CH:36][CH:35]=[CH:34][C:33]=1[C:2]1[CH:3]=[C:4]2[C:13](=[CH:14][CH:15]=1)[C:12]1[N:8]([CH:9]=[C:10]([C:16]3[N:20]([CH:21]([CH3:23])[CH3:22])[N:19]=[CH:18][N:17]=3)[N:11]=1)[CH2:7][CH2:6][O:5]2)(=[O:31])=[O:30])([CH3:27])([CH3:25])[CH3:26]. The catalyst class is: 75. (7) Reactant: C(OC(=O)[NH:7][CH2:8][C:9]1[CH:14]=[CH:13][C:12]([C:15](=[O:42])[NH:16][CH2:17][C:18]2[CH:23]=[CH:22][C:21]([O:24][CH2:25][C:26]([N:28]3[CH2:32][C:31](=[O:33])[C@@H:30]([O:34][Si](C(C)(C)C)(C)C)[CH2:29]3)=[O:27])=[CH:20][CH:19]=2)=[CH:11][CH:10]=1)(C)(C)C.Cl. Product: [NH2:7][CH2:8][C:9]1[CH:14]=[CH:13][C:12]([C:15]([NH:16][CH2:17][C:18]2[CH:19]=[CH:20][C:21]([O:24][CH2:25][C:26]([N:28]3[CH2:29][C:30](=[O:34])[C@@H:31]([OH:33])[CH2:32]3)=[O:27])=[CH:22][CH:23]=2)=[O:42])=[CH:11][CH:10]=1. The catalyst class is: 343. (8) Reactant: [Br:1][CH2:2][CH:3]([OH:6])[CH2:4][OH:5].[C:7]([NH:17][C@H:18]([C:22](O)=[O:23])[CH:19]([CH3:21])[CH3:20])([O:9][CH2:10][C:11]1[CH:16]=[CH:15][CH:14]=[CH:13][CH:12]=1)=[O:8].C1CCC(N=C=NC2CCCCC2)CC1. Product: [Br:1][CH2:2][CH:3]([OH:6])[CH2:4][O:5][C:22](=[O:23])[C@H:18]([CH:19]([CH3:20])[CH3:21])[NH:17][C:7]([O:9][CH2:10][C:11]1[CH:16]=[CH:15][CH:14]=[CH:13][CH:12]=1)=[O:8]. The catalyst class is: 166. (9) Reactant: [OH:1][C:2]1[CH:7]=[CH:6][CH:5]=[C:4]([OH:8])[C:3]=1[C:9](=O)[CH:10]([CH3:12])[CH3:11].Cl.[NH2:15][OH:16]. The catalyst class is: 17. Product: [OH:1][C:2]1[CH:7]=[CH:6][CH:5]=[C:4]([OH:8])[C:3]=1[C:9](=[N:15][OH:16])[CH:10]([CH3:12])[CH3:11].